From a dataset of Forward reaction prediction with 1.9M reactions from USPTO patents (1976-2016). Predict the product of the given reaction. (1) Given the reactants [CH:1]([O:14][C:15]([C:17]1([O:20]/[N:21]=[C:22](/[C:26]2[N:27]=[C:28]([NH:31][C:32]([O:34][C:35]([CH3:38])([CH3:37])[CH3:36])=[O:33])[S:29][CH:30]=2)\[C:23](O)=[O:24])[CH2:19][CH2:18]1)=[O:16])([C:8]1[CH:13]=[CH:12][CH:11]=[CH:10][CH:9]=1)[C:2]1[CH:7]=[CH:6][CH:5]=[CH:4][CH:3]=1.CCN(C(C)C)C(C)C.CN(C(ON1N=NC2C=CC=NC1=2)=[N+](C)C)C.F[P-](F)(F)(F)(F)F.[NH2:72][C@H:73]1[C@@H:76]([CH2:77][N:78]2[N:82]=[C:81]([CH2:83][OH:84])[CH:80]=[N:79]2)[NH:75][C:74]1=[O:85], predict the reaction product. The product is: [C:35]([O:34][C:32]([NH:31][C:28]1[S:29][CH:30]=[C:26](/[C:22](=[N:21]/[O:20][C:17]2([C:15]([O:14][CH:1]([C:2]3[CH:3]=[CH:4][CH:5]=[CH:6][CH:7]=3)[C:8]3[CH:9]=[CH:10][CH:11]=[CH:12][CH:13]=3)=[O:16])[CH2:18][CH2:19]2)/[C:23]([NH:72][C@@H:73]2[C:74](=[O:85])[NH:75][C@@H:76]2[CH2:77][N:78]2[N:82]=[C:81]([CH2:83][OH:84])[CH:80]=[N:79]2)=[O:24])[N:27]=1)=[O:33])([CH3:37])([CH3:36])[CH3:38]. (2) Given the reactants [Cl:1][C:2]1[CH:3]=[C:4]([N:8]2[C:12](I)=[CH:11][C:10]([C:14]([F:17])([F:16])[F:15])=[N:9]2)[CH:5]=[CH:6][CH:7]=1.[Cu][C:19]#[N:20], predict the reaction product. The product is: [Cl:1][C:2]1[CH:3]=[C:4]([N:8]2[C:12]([C:19]#[N:20])=[CH:11][C:10]([C:14]([F:17])([F:16])[F:15])=[N:9]2)[CH:5]=[CH:6][CH:7]=1. (3) Given the reactants [C:1]([N:8]1[CH2:13][CH2:12][CH2:11][CH2:10][C:9]1=O)([O:3][C:4]([CH3:7])([CH3:6])[CH3:5])=[O:2].[Br:15][C:16]1[CH:21]=[CH:20][CH:19]=[C:18]([NH:22][NH2:23])[N:17]=1, predict the reaction product. The product is: [Br:15][C:16]1[N:17]=[C:18]([NH:22][N:23]=[C:11]2[CH2:12][CH2:13][N:8]([C:1]([O:3][C:4]([CH3:7])([CH3:6])[CH3:5])=[O:2])[CH2:9][CH2:10]2)[CH:19]=[CH:20][CH:21]=1. (4) Given the reactants [NH2:1][C@H:2]([C:7]([OH:9])=[O:8])[CH2:3][CH:4]([CH3:6])[CH3:5].[CH:10]1[N:18]([C@@H:19]2[O:23][C@H:22]([CH2:24][OH:25])[C@@H:21]([OH:26])[C@H:20]2[OH:27])[C:17]2[C:12](=[C:13]([NH2:28])[N:14]=[CH:15][N:16]=2)[C:11]=1[C:29]#[N:30].C(O)(C(F)(F)F)=O.CCN(C(C)C)C(C)C, predict the reaction product. The product is: [C:7](=[O:8])([O-:9])[NH2:14].[NH2:1][C@H:2]([C:7]([OH:9])=[O:8])[CH2:3][CH:4]([CH3:6])[CH3:5].[CH:10]1[N:18]([C@@H:19]2[O:23][C@H:22]([CH2:24][OH:25])[C@@H:21]([OH:26])[C@H:20]2[OH:27])[C:17]2[C:12](=[C:13]([NH2:28])[N:14]=[CH:15][N:16]=2)[C:11]=1[C:29]#[N:30]. (5) Given the reactants [CH:1]1([C:7]2[N:12]3[N:13]=[C:14]([CH3:19])[C:15]([C:16]([OH:18])=O)=[C:11]3[N:10]=[CH:9][C:8]=2[C:20]2[CH:25]=[CH:24][C:23]([F:26])=[CH:22][CH:21]=2)[CH2:6][CH2:5][CH2:4][CH2:3][CH2:2]1.C(N(CC)C(C)C)(C)C.C([O:40][C:41](=[O:56])[CH:42]([NH2:55])[CH2:43][C:44]1[CH:49]=[CH:48][C:47]([O:50]C(C)(C)C)=[CH:46][CH:45]=1)(C)(C)C.FC(F)(F)C(O)=O, predict the reaction product. The product is: [CH:1]1([C:7]2[N:12]3[N:13]=[C:14]([CH3:19])[C:15]([C:16]([NH:55][CH:42]([CH2:43][C:44]4[CH:45]=[CH:46][C:47]([OH:50])=[CH:48][CH:49]=4)[C:41]([OH:56])=[O:40])=[O:18])=[C:11]3[N:10]=[CH:9][C:8]=2[C:20]2[CH:25]=[CH:24][C:23]([F:26])=[CH:22][CH:21]=2)[CH2:6][CH2:5][CH2:4][CH2:3][CH2:2]1. (6) Given the reactants S1C2C=CC(B(O)O)=CC=2N=C1.C([O:15][C:16](=[O:38])[CH:17]([C:23]1[C:24]([I:37])=[C:25]2[C:32]3[CH2:33][CH2:34][CH2:35][CH2:36][C:31]=3[S:30][C:26]2=[N:27][C:28]=1[CH3:29])[O:18][C:19]([CH3:22])([CH3:21])[CH3:20])C.C(=O)([O-])[O-].[Cs+].[Cs+].[OH-].[Li+].Cl, predict the reaction product. The product is: [C:19]([O:18][CH:17]([C:23]1[C:24]([I:37])=[C:25]2[C:32]3[CH2:33][CH2:34][CH2:35][CH2:36][C:31]=3[S:30][C:26]2=[N:27][C:28]=1[CH3:29])[C:16]([OH:38])=[O:15])([CH3:22])([CH3:20])[CH3:21]. (7) Given the reactants [H-].[Na+].[CH2:3]([O:10][C:11]1[CH:16]=[CH:15][C:14]([CH2:17][CH2:18][C:19]([NH2:21])=[O:20])=[C:13]([OH:22])[CH:12]=1)[C:4]1[CH:9]=[CH:8][CH:7]=[CH:6][CH:5]=1.[CH3:23][O:24][CH2:25]Cl, predict the reaction product. The product is: [CH2:3]([O:10][C:11]1[CH:16]=[CH:15][C:14]([CH2:17][CH2:18][C:19]([NH2:21])=[O:20])=[C:13]([O:22][CH2:23][O:24][CH3:25])[CH:12]=1)[C:4]1[CH:5]=[CH:6][CH:7]=[CH:8][CH:9]=1. (8) The product is: [C:1]([O:5][C:6]([N:8]1[CH2:9][C@@H:10]([C:38](=[O:39])[NH:49][CH2:41][CH2:42][C:43]2[CH:48]=[CH:47][CH:46]=[CH:45][CH:44]=2)[CH2:11][C@H:12]([C:14](=[O:37])[NH:15][CH2:16][C:17]2([CH2:31][CH2:32][CH2:33][CH2:34][O:35][CH3:36])[C:30]3[CH:29]=[CH:28][CH:27]=[CH:26][C:25]=3[O:24][C:23]3[C:18]2=[CH:19][CH:20]=[CH:21][CH:22]=3)[CH2:13]1)=[O:7])([CH3:3])([CH3:4])[CH3:2]. Given the reactants [C:1]([O:5][C:6]([N:8]1[CH2:13][C@@H:12]([C:14](=[O:37])[NH:15][CH2:16][C:17]2([CH2:31][CH2:32][CH2:33][CH2:34][O:35][CH3:36])[C:30]3[CH:29]=[CH:28][CH:27]=[CH:26][C:25]=3[O:24][C:23]3[C:18]2=[CH:19][CH:20]=[CH:21][CH:22]=3)[CH2:11][C@H:10]([C:38](O)=[O:39])[CH2:9]1)=[O:7])([CH3:4])([CH3:3])[CH3:2].[CH2:41]([NH2:49])[CH2:42][C:43]1[CH:48]=[CH:47][CH:46]=[CH:45][CH:44]=1, predict the reaction product.